Dataset: Full USPTO retrosynthesis dataset with 1.9M reactions from patents (1976-2016). Task: Predict the reactants needed to synthesize the given product. (1) Given the product [OH:1][C:2]([C@H:5]1[CH2:9][CH2:8][N:7]([C:12]2[CH:19]=[CH:18][C:15]([C:16]#[N:17])=[CH:14][CH:13]=2)[C@H:6]1[CH3:10])([CH3:4])[CH3:3], predict the reactants needed to synthesize it. The reactants are: [OH:1][C:2]([C@H:5]1[CH2:9][CH2:8][NH:7][C@H:6]1[CH3:10])([CH3:4])[CH3:3].F[C:12]1[CH:19]=[CH:18][C:15]([C:16]#[N:17])=[CH:14][CH:13]=1. (2) Given the product [C:1]([O:5][C:6]([N:8]1[CH2:13][CH2:12][N:11]([C:14]2[CH:19]=[C:18]([O:20][CH2:21][C:22]3[CH:23]=[CH:24][CH:25]=[CH:26][CH:27]=3)[CH:17]=[CH:16][C:15]=2[NH:28][C:48]([C:38]2[C:47]3[C:42](=[CH:43][CH:44]=[CH:45][CH:46]=3)[CH:41]=[CH:40][CH:39]=2)=[O:49])[CH2:10][CH2:9]1)=[O:7])([CH3:4])([CH3:2])[CH3:3], predict the reactants needed to synthesize it. The reactants are: [C:1]([O:5][C:6]([N:8]1[CH2:13][CH2:12][N:11]([C:14]2[CH:19]=[C:18]([O:20][CH2:21][C:22]3[CH:27]=[CH:26][CH:25]=[CH:24][CH:23]=3)[CH:17]=[CH:16][C:15]=2[NH2:28])[CH2:10][CH2:9]1)=[O:7])([CH3:4])([CH3:3])[CH3:2].CCN(C(C)C)C(C)C.[C:38]1([C:48](Cl)=[O:49])[C:47]2[C:42](=[CH:43][CH:44]=[CH:45][CH:46]=2)[CH:41]=[CH:40][CH:39]=1. (3) Given the product [OH:55][C:40]1[CH:9]=[CH:10][C:11]([C:12]([O:14][CH3:15])=[O:13])=[CH:41][C:39]=1[I:38], predict the reactants needed to synthesize it. The reactants are: CC(OC(N[C@@H:9](CC1C=CC(C2N=C(C(N(C)OC)=O)N(C)C=2)=CC=1)[CH2:10][CH2:11][C:12]([O:14][C:15](C)(C)C)=[O:13])=O)(C)C.[I:38][CH:39]([CH3:41])[CH3:40].CCN(C(C)C)C(C)C.CN(C=[O:55])C. (4) Given the product [O:14]=[C:15]([OH:27])[C@@H:16]([C@H:18]([C@H:20]([C@@H:22]([C:24]([OH:26])=[O:25])[OH:23])[OH:21])[OH:19])[OH:17].[Br:1][C:2]1[CH:3]=[C:4]([O:8][CH2:9][CH2:10][CH2:11][NH:12][CH3:13])[CH:5]=[N:6][CH:7]=1.[Br:1][C:2]1[CH:3]=[C:4]([O:8][CH2:9][CH2:10][CH2:11][NH:12][CH3:13])[CH:5]=[N:6][CH:7]=1, predict the reactants needed to synthesize it. The reactants are: [Br:1][C:2]1[CH:3]=[C:4]([O:8][CH2:9][CH2:10][CH2:11][NH:12][CH3:13])[CH:5]=[N:6][CH:7]=1.[O:14]=[C:15]([OH:27])[C@@H:16]([C@H:18]([C@H:20]([C@@H:22]([C:24]([OH:26])=[O:25])[OH:23])[OH:21])[OH:19])[OH:17].O. (5) Given the product [C:1]([C:3]1[CH:17]=[C:16]([C:24]2[CH:25]=[CH:26][C:21]([O:20][CH3:19])=[CH:22][CH:23]=2)[C:6]2[N:7]([C:10]3[CH:15]=[CH:14][CH:13]=[CH:12][CH:11]=3)[CH:8]=[N:9][C:5]=2[CH:4]=1)#[N:2], predict the reactants needed to synthesize it. The reactants are: [C:1]([C:3]1[CH:17]=[C:16](I)[C:6]2[N:7]([C:10]3[CH:15]=[CH:14][CH:13]=[CH:12][CH:11]=3)[CH:8]=[N:9][C:5]=2[CH:4]=1)#[N:2].[CH3:19][O:20][C:21]1[CH:26]=[CH:25][C:24](B(O)O)=[CH:23][CH:22]=1.C(=O)([O-])[O-].[K+].[K+].C(NC1C=C(C2C3N(C4C=CC=CC=4)C=NC=3C=C(C#N)C=2)C=CC=1)(=O)C. (6) Given the product [Cl:1][C:2]1[C:11]([C:12]#[N:13])=[CH:10][C:9]2[CH2:8][N:7]([C:22]([O:24][CH2:25][CH3:26])=[O:23])[CH2:6][CH2:5][C:4]=2[N:3]=1, predict the reactants needed to synthesize it. The reactants are: [Cl:1][C:2]1[C:11]([C:12]#[N:13])=[CH:10][C:9]2[CH2:8][N:7](C)[CH2:6][CH2:5][C:4]=2[N:3]=1.C([O-])([O-])=O.[K+].[K+].Cl[C:22]([O:24][CH2:25][CH3:26])=[O:23]. (7) Given the product [Br:3][C:4]1[C:10]([CH3:11])=[CH:9][CH:8]=[CH:7][C:5]=1[NH:6][CH2:13][CH2:14][O:15][Si:16]([C:19]([CH3:22])([CH3:21])[CH3:20])([CH3:18])[CH3:17], predict the reactants needed to synthesize it. The reactants are: [H-].[Na+].[Br:3][C:4]1[C:10]([CH3:11])=[CH:9][CH:8]=[CH:7][C:5]=1[NH2:6].Br[CH2:13][CH2:14][O:15][Si:16]([C:19]([CH3:22])([CH3:21])[CH3:20])([CH3:18])[CH3:17].